This data is from Forward reaction prediction with 1.9M reactions from USPTO patents (1976-2016). The task is: Predict the product of the given reaction. (1) Given the reactants Br[C:2]1[CH:3]=[CH:4][C:5]([N+:8]([O-:10])=[O:9])=[N:6][CH:7]=1.[CH3:11][Si:12]([C:15]#[CH:16])([CH3:14])[CH3:13].C(N(CC)C(C)C)(C)C, predict the reaction product. The product is: [N+:8]([C:5]1[CH:4]=[CH:3][C:2]([C:16]#[C:15][Si:12]([CH3:14])([CH3:13])[CH3:11])=[CH:7][N:6]=1)([O-:10])=[O:9]. (2) Given the reactants [C:1]1([C:7]#[CH:8])[CH:6]=[CH:5][CH:4]=[CH:3][CH:2]=1.C(=O)([O-])[O-].[K+].[K+], predict the reaction product. The product is: [C:1]1([C:7]#[C:8][C:1]2[CH:6]=[CH:5][CH:4]=[CH:3][CH:2]=2)[CH:6]=[CH:5][CH:4]=[CH:3][CH:2]=1. (3) Given the reactants [C:1]([O:5][C:6](=[O:33])[NH:7][C@H:8]([C:12]1[CH:13]=[N:14][CH:15]=[C:16]([C:18]2[N:22]([CH:23]([F:25])[F:24])[N:21]=[CH:20][C:19]=2[NH:26][C:27](=[O:32])[C@H:28]([CH3:31])[CH:29]=C)[CH:17]=1)[CH2:9][CH:10]=C)([CH3:4])([CH3:3])[CH3:2].CC1C=CC(S(O)(=O)=O)=CC=1, predict the reaction product. The product is: [F:25][CH:23]([F:24])[N:22]1[N:21]=[CH:20][C:19]2[NH:26][C:27](=[O:32])[C@H:28]([CH3:29])[CH:31]=[CH:10][CH2:9][C@H:8]([NH:7][C:6](=[O:33])[O:5][C:1]([CH3:3])([CH3:4])[CH3:2])[C:12]3[CH:17]=[C:16]([CH:15]=[N:14][CH:13]=3)[C:18]1=2. (4) Given the reactants Cl[C:2]1[N:7]=[C:6]([C:8]2[N:12]3[CH:13]=[C:14]([F:17])[CH:15]=[CH:16][C:11]3=[N:10][CH:9]=2)[N:5]=[C:4]([NH:18][C@@H:19]2[CH2:24][CH2:23][CH2:22][N:21]([C:25]([O:27][C:28]([CH3:31])([CH3:30])[CH3:29])=[O:26])[CH2:20]2)[CH:3]=1.[NH:32]1[CH2:37][CH2:36][O:35][CH2:34][CH2:33]1.C(OC(N1CCC[C@@H](NC2N=C(C3N4C=C(F)C=CC4=NC=3)N=C(N3CCN(C(OCC4C=CC=CC=4)=O)CC3)C=2)C1)=O)(C)(C)C, predict the reaction product. The product is: [F:17][C:14]1[CH:15]=[CH:16][C:11]2[N:12]([C:8]([C:6]3[N:5]=[C:4]([NH:18][C@@H:19]4[CH2:24][CH2:23][CH2:22][N:21]([C:25]([O:27][C:28]([CH3:31])([CH3:30])[CH3:29])=[O:26])[CH2:20]4)[CH:3]=[C:2]([N:32]4[CH2:37][CH2:36][O:35][CH2:34][CH2:33]4)[N:7]=3)=[CH:9][N:10]=2)[CH:13]=1. (5) The product is: [CH3:1][N:2]1[C:6]([C:7](=[O:10])[NH:8][CH3:9])=[C:5]([NH:11][C:12]([C:14]2[C:19]([NH:24][C:25]3[CH:26]=[N:27][CH:28]=[CH:29][CH:30]=3)=[CH:18][N:17]=[C:16]([CH:21]([CH3:23])[CH3:22])[N:15]=2)=[O:13])[CH:4]=[N:3]1. Given the reactants [CH3:1][N:2]1[C:6]([C:7](=[O:10])[NH:8][CH3:9])=[C:5]([NH:11][C:12]([C:14]2[C:19](Br)=[CH:18][N:17]=[C:16]([CH:21]([CH3:23])[CH3:22])[N:15]=2)=[O:13])[CH:4]=[N:3]1.[NH2:24][C:25]1[CH:26]=[N:27][CH:28]=[CH:29][CH:30]=1.[O-]P([O-])([O-])=O.[K+].[K+].[K+].CC1(C)C2C(=C(P(C3C=CC=CC=3)C3C=CC=CC=3)C=CC=2)OC2C(P(C3C=CC=CC=3)C3C=CC=CC=3)=CC=CC1=2, predict the reaction product.